From a dataset of Forward reaction prediction with 1.9M reactions from USPTO patents (1976-2016). Predict the product of the given reaction. Given the reactants Cl[C:2]1[N:10]=[C:9]2[C:5]([N:6]=[C:7]([CH2:12][N:13]3[CH2:16][CH:15]([CH:17]4[CH2:22][CH2:21][O:20][CH2:19][CH2:18]4)[CH2:14]3)[N:8]2[CH3:11])=[C:4]([N:23]2[CH2:28][CH2:27][O:26][CH2:25][CH2:24]2)[N:3]=1.[NH:29]1[C:33]2[CH:34]=[CH:35][CH:36]=[CH:37][C:32]=2[N:31]=[C:30]1CN.CC(C1C=C(C(C)C)C(C2C=CC=CC=2P(C2CCCCC2)C2CCCCC2)=C(C(C)C)C=1)C.C([O-])([O-])=O.[Cs+].[Cs+].[CH3:80][N:81](C=O)C, predict the reaction product. The product is: [CH3:80][NH:81][C:30]1[N:29]([C:2]2[N:10]=[C:9]3[C:5]([N:6]=[C:7]([CH2:12][N:13]4[CH2:16][CH:15]([CH:17]5[CH2:18][CH2:19][O:20][CH2:21][CH2:22]5)[CH2:14]4)[N:8]3[CH3:11])=[C:4]([N:23]3[CH2:28][CH2:27][O:26][CH2:25][CH2:24]3)[N:3]=2)[C:33]2[CH:34]=[CH:35][CH:36]=[CH:37][C:32]=2[N:31]=1.